From a dataset of Catalyst prediction with 721,799 reactions and 888 catalyst types from USPTO. Predict which catalyst facilitates the given reaction. (1) Reactant: [Cl:1][C:2]1[CH:7]=[CH:6][C:5]([S:8]([N:11]([CH2:21][C:22]2[CH:31]=[CH:30][C:25]([C:26](OC)=[O:27])=[CH:24][CH:23]=2)[C@H:12]([C:15]2[CH:20]=[CH:19][CH:18]=[CH:17][CH:16]=2)[CH2:13][CH3:14])(=[O:10])=[O:9])=[CH:4][CH:3]=1.[NH2:32][C@H:33]([CH3:36])[CH2:34][OH:35]. Product: [Cl:1][C:2]1[CH:3]=[CH:4][C:5]([S:8]([N:11]([CH2:21][C:22]2[CH:31]=[CH:30][C:25]([C:26]([NH:32][C@H:33]([CH3:36])[CH2:34][OH:35])=[O:27])=[CH:24][CH:23]=2)[C@H:12]([C:15]2[CH:20]=[CH:19][CH:18]=[CH:17][CH:16]=2)[CH2:13][CH3:14])(=[O:9])=[O:10])=[CH:6][CH:7]=1. The catalyst class is: 13. (2) The catalyst class is: 5. Reactant: [N:1]1([C:7]2[N:16]([CH2:17][CH2:18][O:19][C:20]3[CH:25]=[CH:24][C:23]([CH2:26][CH:27]([O:31][CH2:32][CH3:33])[C:28]([OH:30])=[O:29])=[CH:22][CH:21]=3)[C:15](=[O:34])[C:14]3[C:9](=[CH:10][CH:11]=[CH:12][CH:13]=3)[N:8]=2)[CH2:6][CH2:5]C[CH2:3][CH2:2]1.[OH-:35].[Mg+2].[OH-]. Product: [N:1]1([C:7]2[N:16]([CH2:17][CH2:18][O:19][C:20]3[CH:25]=[CH:24][C:23]([CH2:26][CH:27]([O:31][CH2:32][CH3:33])[C:28]([OH:30])=[O:29])=[CH:22][CH:21]=3)[C:15](=[O:34])[C:14]3[C:9](=[CH:10][CH:11]=[CH:12][CH:13]=3)[N:8]=2)[CH2:6][CH2:5][O:35][CH2:3][CH2:2]1. (3) Reactant: [OH:1][C:2]1[C:11]2[C:6](=[N:7][CH:8]=[CH:9][CH:10]=2)[N:5]([CH2:12][CH2:13][CH:14]([CH3:16])[CH3:15])[C:4](=[O:17])[C:3]=1[C:18]1[NH:23][C:22]2[CH:24]=[CH:25][C:26]([NH:28][S:29](=[O:43])(=[O:42])[N:30](C)[C:31](OCC3C=CC=CC=3)=O)=[CH:27][C:21]=2[S:20](=[O:45])(=[O:44])[N:19]=1. Product: [OH:1][C:2]1[C:11]2[C:6](=[N:7][CH:8]=[CH:9][CH:10]=2)[N:5]([CH2:12][CH2:13][CH:14]([CH3:16])[CH3:15])[C:4](=[O:17])[C:3]=1[C:18]1[NH:23][C:22]2[CH:24]=[CH:25][C:26]([NH:28][S:29]([NH:30][CH3:31])(=[O:43])=[O:42])=[CH:27][C:21]=2[S:20](=[O:45])(=[O:44])[N:19]=1. The catalyst class is: 19. (4) Reactant: [Br:1][C:2]1[CH:14]=[CH:13][C:12]([C:15](=[O:17])[NH2:16])=[C:11]2[C:3]=1[C:4]1[C:5]([CH3:23])=[CH:6][C:7](C(OCC)=O)=[CH:8][C:9]=1N2.C[Li].CC[O:28][CH2:29][CH3:30].[NH4+:31].[Cl-].[CH2:33]1COCC1. The catalyst class is: 6. Product: [Br:1][C:2]1[C:3]2[C:4]3[C:9](=[CH:8][C:7]([C:29]([OH:28])([CH3:30])[CH3:33])=[CH:6][C:5]=3[CH3:23])[NH:31][C:11]=2[C:12]([C:15]([NH2:16])=[O:17])=[CH:13][CH:14]=1. (5) Reactant: O[C:2]([CH2:4][CH2:5][CH2:6][CH2:7][C@H:8]1[C@@H:16]2[C@@H:11]([NH:12][C:13]([NH:15]2)=[O:14])[CH2:10][S:9]1)=[O:3].C(N(CC)CC)C.Cl.C(N=C=NCCCN(C)C)C.O.ON1C2C=CC=CC=2N=N1.[NH2:47][CH2:48][CH2:49][NH:50][C:51](=[O:68])[CH2:52][O:53][C:54]1[CH:59]=[CH:58][C:57]([C:60](=[O:67])[C:61]2[CH:66]=[CH:65][CH:64]=[CH:63][CH:62]=2)=[CH:56][CH:55]=1. Product: [C:60]([C:57]1[CH:58]=[CH:59][C:54]([O:53][CH2:52][C:51]([NH:50][CH2:49][CH2:48][NH:47][C:2](=[O:3])[CH2:4][CH2:5][CH2:6][CH2:7][C@@H:8]2[C@H:16]3[C@H:11]([NH:12][C:13](=[O:14])[NH:15]3)[CH2:10][S:9]2)=[O:68])=[CH:55][CH:56]=1)(=[O:67])[C:61]1[CH:62]=[CH:63][CH:64]=[CH:65][CH:66]=1. The catalyst class is: 479.